This data is from CYP3A4 substrate classification data from Carbon-Mangels et al.. The task is: Regression/Classification. Given a drug SMILES string, predict its absorption, distribution, metabolism, or excretion properties. Task type varies by dataset: regression for continuous measurements (e.g., permeability, clearance, half-life) or binary classification for categorical outcomes (e.g., BBB penetration, CYP inhibition). Dataset: cyp3a4_substrate_carbonmangels. The molecule is N#Cc1ccc(C(c2ccc(C#N)cc2)n2cncn2)cc1. The result is 1 (substrate).